This data is from hERG potassium channel inhibition data for cardiac toxicity prediction from Karim et al.. The task is: Regression/Classification. Given a drug SMILES string, predict its toxicity properties. Task type varies by dataset: regression for continuous values (e.g., LD50, hERG inhibition percentage) or binary classification for toxic/non-toxic outcomes (e.g., AMES mutagenicity, cardiotoxicity, hepatotoxicity). Dataset: herg_karim. (1) The drug is CC(C)(C)CN1CCC(c2ccccc2Oc2ncccc2NC(=O)Nc2ccc(OC(F)(F)F)cc2)CC1. The result is 1 (blocker). (2) The drug is CC(=O)N[C@@H]1CC2(CCN(Cc3ccc4c(c3)c3ccccc3n4C(N)=O)CC2)c2ccccc21. The result is 1 (blocker). (3) The drug is CCOC(=O)[C@H]1CC[C@@H](N2CC(NC(=O)CNc3nn(C(N)=O)c4ccc(C(F)(F)F)cc34)C2)CC1. The result is 0 (non-blocker). (4) The molecule is Cc1ccc(C(C)N2C3CCC2CC(Oc2cccc(C(N)=O)c2)C3)cn1. The result is 1 (blocker). (5) The molecule is CC(C)(C)C1CCC2(CC1)CCN(c1ccc(OC(F)(F)F)cc1)C(=O)N2Cc1ccc(C(=O)Nc2nn[nH]n2)cc1. The result is 1 (blocker). (6) The compound is Fc1cccc2[nH]c(-c3ccccc3)c([C@@H]3CNC[C@@H](F)C3)c12. The result is 1 (blocker). (7) The molecule is CC(C)C(=O)N(Cc1ccc(Cl)c(Cl)c1Cl)[C@H]1CCNC1. The result is 1 (blocker). (8) The compound is Cc1cc(=O)n(C)nc1N1CCC2(CCN(C[C@H](O)c3ccc4c(c3C)COC4=O)CC2)C1=O. The result is 0 (non-blocker).